Dataset: Reaction yield outcomes from USPTO patents with 853,638 reactions. Task: Predict the reaction yield, written as a fraction of the theoretical maximum amount of product (1.0 means a 100% yield; for example, 0.34 means a 34% yield). (1) The reactants are [OH:1][C:2]1[C:3]([CH3:12])=[C:4]([CH:8]=[CH:9][C:10]=1[OH:11])[C:5]([OH:7])=[O:6].S(=O)(=O)(O)O.[CH3:18]O. No catalyst specified. The product is [CH3:18][O:6][C:5](=[O:7])[C:4]1[CH:8]=[CH:9][C:10]([OH:11])=[C:2]([OH:1])[C:3]=1[CH3:12]. The yield is 0.830. (2) The reactants are [Br:1][C:2]1[CH:9]=[CH:8][CH:7]=[CH:6][C:3]=1[CH:4]=O.C([O-])([O-])=O.[Cs+].[Cs+].C([N:19]1[CH2:24][C:23](=[O:25])[N:22]([C:26](=[O:28])[CH3:27])[CH:21]([CH2:29][C:30]2[CH:35]=[CH:34][CH:33]=[CH:32][CH:31]=2)[C:20]1=[O:36])(=O)C.C(O)(=O)CC(CC(O)=O)(C(O)=O)O. The catalyst is CN(C)C=O.O. The product is [C:26]([N:22]1[CH:21]([CH2:29][C:30]2[CH:31]=[CH:32][CH:33]=[CH:34][CH:35]=2)[C:20](=[O:36])[NH:19][C:24](=[CH:4][C:3]2[CH:6]=[CH:7][CH:8]=[CH:9][C:2]=2[Br:1])[C:23]1=[O:25])(=[O:28])[CH3:27]. The yield is 0.480. (3) The reactants are [NH2:1][C:2]1[CH:7]=[CH:6][C:5]([C:8]2[N:13]=[C:12]([N:14]3[CH2:19][CH2:18][O:17][CH2:16][CH2:15]3)[N:11]=[C:10]([C:20]3[CH:25]=[CH:24][C:23]([NH:26][C:27]([NH:29][CH3:30])=[O:28])=[CH:22][CH:21]=3)[N:9]=2)=[CH:4][CH:3]=1.C(N(CC)CC)C.[C:38]([C:41]1[CH:46]=[CH:45][C:44]([NH:47][C:48](=[O:56])OC2C=CC=CC=2)=[CH:43][CH:42]=1)(=[O:40])[NH2:39]. The catalyst is CN(C=O)C. The product is [CH3:30][NH:29][C:27]([NH:26][C:23]1[CH:22]=[CH:21][C:20]([C:10]2[N:11]=[C:12]([N:14]3[CH2:15][CH2:16][O:17][CH2:18][CH2:19]3)[N:13]=[C:8]([C:5]3[CH:4]=[CH:3][C:2]([NH:1][C:48]([NH:47][C:44]4[CH:43]=[CH:42][C:41]([C:38]([NH2:39])=[O:40])=[CH:46][CH:45]=4)=[O:56])=[CH:7][CH:6]=3)[N:9]=2)=[CH:25][CH:24]=1)=[O:28]. The yield is 0.0530. (4) The reactants are [Cl:1][C:2]1[CH:3]=[CH:4][C:5]([CH2:9][OH:10])=[C:6]([OH:8])[CH:7]=1.Br[CH:12]([CH:14]1[CH2:16][CH2:15]1)O.C([O-])([O-])=O.[K+].[K+]. The catalyst is CN(C=O)C. The product is [Cl:1][C:2]1[CH:3]=[CH:4][C:5]([CH2:9][OH:10])=[C:6]([O:8][CH2:12][CH:14]2[CH2:16][CH2:15]2)[CH:7]=1. The yield is 0.130. (5) The reactants are [CH3:1][CH:2]([CH3:22])[CH2:3][CH2:4][NH:5][C:6]1[C:19]2[C:18](=[O:20])[C:17]3[C:12](=[CH:13][CH:14]=[CH:15][CH:16]=3)[C:11](=[O:21])[C:10]=2[CH:9]=[CH:8][CH:7]=1.C[O:24]CC(O)C.CN1CCOCC1.N1CCCCC1.C1C=CC2C(=O)C3C(=C(O)C=CC=3O)C(=O)C=2C=1.[BH4-].[Na+]. The catalyst is [BH4-].[Na+]. The product is [CH3:1][CH:2]([CH3:22])[CH2:3][CH2:4][NH:5][C:6]1[C:19]2[C:18](=[O:20])[C:17]3[C:12](=[CH:13][CH:14]=[CH:15][CH:16]=3)[C:11](=[O:21])[C:10]=2[C:9]([OH:24])=[CH:8][CH:7]=1. The yield is 0.550.